From a dataset of Peptide-MHC class II binding affinity with 134,281 pairs from IEDB. Regression. Given a peptide amino acid sequence and an MHC pseudo amino acid sequence, predict their binding affinity value. This is MHC class II binding data. (1) The peptide sequence is EICEVVLAKSPDTTC. The MHC is HLA-DPA10103-DPB10201 with pseudo-sequence HLA-DPA10103-DPB10201. The binding affinity (normalized) is 0.245. (2) The peptide sequence is YDKFLANVSSVLTGK. The MHC is DRB3_0202 with pseudo-sequence DRB3_0202. The binding affinity (normalized) is 0.917. (3) The peptide sequence is KAVEAYLVAHPDLYK. The MHC is DRB1_1602 with pseudo-sequence DRB1_1602. The binding affinity (normalized) is 0.468. (4) The peptide sequence is TEYIMKGVYINTALL. The MHC is DRB1_0401 with pseudo-sequence DRB1_0401. The binding affinity (normalized) is 0.459. (5) The peptide sequence is LNWITKVIMGAVLIW. The MHC is DRB5_0101 with pseudo-sequence DRB5_0101. The binding affinity (normalized) is 0.381. (6) The peptide sequence is TRKYLPAIVREAIKR. The MHC is DRB1_0301 with pseudo-sequence DRB1_0301. The binding affinity (normalized) is 0.342.